This data is from Full USPTO retrosynthesis dataset with 1.9M reactions from patents (1976-2016). The task is: Predict the reactants needed to synthesize the given product. (1) Given the product [CH:36]1([C:39]2[C:40]([O:49][CH2:50][CH:51]3[CH2:56][CH2:55][N:54]([S:57]([C:60]4[CH:65]=[CH:64][CH:63]=[C:62]([C:66]([F:68])([F:67])[F:69])[CH:61]=4)(=[O:59])=[O:58])[CH2:53][CH2:52]3)=[CH:41][C:42]([F:48])=[C:43]([CH:47]=2)[C:44]([NH:54][S:57]([CH3:60])(=[O:59])=[O:58])=[O:45])[CH2:37][CH2:38]1, predict the reactants needed to synthesize it. The reactants are: ClC1C(F)=C(C=C(C(F)(F)F)C=1)CN1CCC(COC2C(C3CC3)=CC(C(O)=O)=C(F)C=2)(F)CC1.[CH:36]1([C:39]2[C:40]([O:49][CH2:50][CH:51]3[CH2:56][CH2:55][N:54]([S:57]([C:60]4[CH:65]=[CH:64][CH:63]=[C:62]([C:66]([F:69])([F:68])[F:67])[CH:61]=4)(=[O:59])=[O:58])[CH2:53][CH2:52]3)=[CH:41][C:42]([F:48])=[C:43]([CH:47]=2)[C:44](O)=[O:45])[CH2:38][CH2:37]1. (2) Given the product [C:17]([O:16][C:14](=[O:15])[CH2:13][O:12][C:11]1[CH:10]=[CH:9][C:8]([CH2:7][CH2:6][S:23][C:24]2[CH:33]=[CH:32][CH:31]=[CH:30][C:25]=2[C:26]([O:28][CH3:29])=[O:27])=[CH:22][CH:21]=1)([CH3:18])([CH3:19])[CH3:20], predict the reactants needed to synthesize it. The reactants are: CS(O[CH2:6][CH2:7][C:8]1[CH:22]=[CH:21][C:11]([O:12][CH2:13][C:14]([O:16][C:17]([CH3:20])([CH3:19])[CH3:18])=[O:15])=[CH:10][CH:9]=1)(=O)=O.[SH:23][C:24]1[CH:33]=[CH:32][CH:31]=[CH:30][C:25]=1[C:26]([O:28][CH3:29])=[O:27].C(=O)([O-])[O-].[K+].[K+].CCOC(C)=O. (3) Given the product [C:1]([O:5][C:6]([N:8]1[CH2:13][CH2:12][CH:11]([C:14]2[N:15]([CH2:27][CH2:28][O:29][S:31]([CH3:30])(=[O:33])=[O:32])[CH:16]=[C:17]([C:19]3[CH:24]=[CH:23][C:22]([F:25])=[C:21]([Cl:26])[CH:20]=3)[N:18]=2)[CH2:10][CH2:9]1)=[O:7])([CH3:4])([CH3:3])[CH3:2], predict the reactants needed to synthesize it. The reactants are: [C:1]([O:5][C:6]([N:8]1[CH2:13][CH2:12][CH:11]([C:14]2[N:15]([CH2:27][CH2:28][OH:29])[CH:16]=[C:17]([C:19]3[CH:24]=[CH:23][C:22]([F:25])=[C:21]([Cl:26])[CH:20]=3)[N:18]=2)[CH2:10][CH2:9]1)=[O:7])([CH3:4])([CH3:3])[CH3:2].[CH3:30][S:31](Cl)(=[O:33])=[O:32]. (4) Given the product [C:23]([NH:22][CH2:21][CH2:20][CH2:19][NH:1][CH2:2][CH2:3][NH:4][C:5](=[O:11])[O:6][C:7]([CH3:8])([CH3:10])[CH3:9])([C:30]1[CH:31]=[CH:32][CH:33]=[CH:34][CH:35]=1)([C:36]1[CH:41]=[CH:40][CH:39]=[CH:38][CH:37]=1)[C:24]1[CH:25]=[CH:26][CH:27]=[CH:28][CH:29]=1, predict the reactants needed to synthesize it. The reactants are: [NH2:1][CH2:2][CH2:3][NH:4][C:5](=[O:11])[O:6][C:7]([CH3:10])([CH3:9])[CH3:8].C(=O)([O-])[O-].[Na+].[Na+].Br[CH2:19][CH2:20][CH2:21][NH:22][C:23]([C:36]1[CH:41]=[CH:40][CH:39]=[CH:38][CH:37]=1)([C:30]1[CH:35]=[CH:34][CH:33]=[CH:32][CH:31]=1)[C:24]1[CH:29]=[CH:28][CH:27]=[CH:26][CH:25]=1.C(OCC)C. (5) Given the product [CH3:16][N:8]([CH3:7])[C:9](=[O:15])[C:10](=[O:12])[CH2:20][C:19]([N:18]([CH3:22])[CH3:17])=[O:21], predict the reactants needed to synthesize it. The reactants are: CC(C)([O-])C.[Na+].[CH3:7][N:8]([CH3:16])[C:9](=[O:15])[C:10]([O:12]CC)=O.[CH3:17][N:18]([CH3:22])[C:19](=[O:21])[CH3:20].Cl. (6) Given the product [O:22]1[C:23]2([CH2:28][CH2:27][N:26]([C:2]3[N:3]=[C:4]([NH:18][CH3:19])[C:5]4[N:6]=[C:7]([NH:14][CH2:15][CH2:16][CH3:17])[N:8]=[C:9]([NH:12][CH3:13])[C:10]=4[N:11]=3)[CH2:25][CH2:24]2)[O:29][CH2:20][CH2:21]1, predict the reactants needed to synthesize it. The reactants are: Cl[C:2]1[N:3]=[C:4]([NH:18][CH3:19])[C:5]2[N:6]=[C:7]([NH:14][CH2:15][CH2:16][CH3:17])[N:8]=[C:9]([NH:12][CH3:13])[C:10]=2[N:11]=1.[CH2:20]1[O:29][C:23]2([CH2:28][CH2:27][NH:26][CH2:25][CH2:24]2)[O:22][CH2:21]1.C([O-])(O)=O.[Na+].